This data is from Full USPTO retrosynthesis dataset with 1.9M reactions from patents (1976-2016). The task is: Predict the reactants needed to synthesize the given product. (1) Given the product [OH:37][CH2:36][CH2:35][CH2:34][N:31]1[CH:32]=[CH:33][C:29]([NH:28][C:9](=[O:11])[C@@H:8]([C:12]2[CH:17]=[CH:16][CH:15]=[C:14]([C:18]([F:21])([F:20])[F:19])[CH:13]=2)[CH2:7][C@H:4]2[CH2:5][CH2:6][C:2](=[O:1])[CH2:3]2)=[N:30]1, predict the reactants needed to synthesize it. The reactants are: [O:1]=[C:2]1[CH2:6][CH2:5][C@H:4]([CH2:7][C@H:8]([C:12]2[CH:17]=[CH:16][CH:15]=[C:14]([C:18]([F:21])([F:20])[F:19])[CH:13]=2)[C:9]([OH:11])=O)[CH2:3]1.C(Cl)(=O)C(Cl)=O.[NH2:28][C:29]1[CH:33]=[CH:32][N:31]([CH2:34][CH2:35][CH2:36][OH:37])[N:30]=1.N1C(C)=CC=CC=1C. (2) The reactants are: [CH2:1]([C:8]1[O:9][C:10]2[CH:29]=[CH:28][CH:27]=[CH:26][C:11]=2[C:12]=1[C:13]1[CH:18]=[CH:17][C:16]([C:19]2[CH:24]=[CH:23][C:22]([OH:25])=[CH:21][CH:20]=2)=[CH:15][CH:14]=1)[C:2]1[CH:7]=[CH:6][CH:5]=[CH:4][CH:3]=1.C[O:31][C:32](=[O:36])[C@H:33]([CH3:35])O. Given the product [CH2:1]([C:8]1[O:9][C:10]2[CH:29]=[CH:28][CH:27]=[CH:26][C:11]=2[C:12]=1[C:13]1[CH:18]=[CH:17][C:16]([C:19]2[CH:24]=[CH:23][C:22]([O:25][C@H:33]([CH3:35])[C:32]([OH:36])=[O:31])=[CH:21][CH:20]=2)=[CH:15][CH:14]=1)[C:2]1[CH:3]=[CH:4][CH:5]=[CH:6][CH:7]=1, predict the reactants needed to synthesize it. (3) Given the product [F:1][C:2]1[CH:7]=[C:6]([C:32]2[S:33][C:34]([S:37]([CH3:40])(=[O:39])=[O:38])=[CH:35][CH:36]=2)[CH:5]=[CH:4][C:3]=1[C:17]([N:19]1[CH2:23][CH2:22][CH2:21][C@H:20]1[CH2:24][N:25]1[CH2:29][CH2:28][CH2:27][C@H:26]1[CH3:30])=[O:18], predict the reactants needed to synthesize it. The reactants are: [F:1][C:2]1[CH:7]=[C:6](B2OC(C)(C)C(C)(C)O2)[CH:5]=[CH:4][C:3]=1[C:17]([N:19]1[CH2:23][CH2:22][CH2:21][C@H:20]1[CH2:24][N:25]1[CH2:29][CH2:28][CH2:27][C@H:26]1[CH3:30])=[O:18].Br[C:32]1[S:33][C:34]([S:37]([CH3:40])(=[O:39])=[O:38])=[CH:35][CH:36]=1. (4) Given the product [N:12]1[N:13]2[CH:18]=[CH:17][CH:16]=[CH:15][C:14]2=[C:10]([C:6]2[N:5]=[C:4]([OH:3])[CH:9]=[CH:8][N:7]=2)[CH:11]=1, predict the reactants needed to synthesize it. The reactants are: Br.C[O:3][C:4]1[CH:9]=[CH:8][N:7]=[C:6]([C:10]2[CH:11]=[N:12][N:13]3[CH:18]=[CH:17][CH:16]=[CH:15][C:14]=23)[N:5]=1. (5) Given the product [F:1][C:2]1[CH:3]=[CH:4][C:5]([N+:11]([O-:13])=[O:12])=[C:6]([CH:10]=1)[C:7]([CH:25]([C:24](=[O:29])[CH3:23])[C:26](=[O:28])[CH3:27])=[O:9], predict the reactants needed to synthesize it. The reactants are: [F:1][C:2]1[CH:3]=[CH:4][C:5]([N+:11]([O-:13])=[O:12])=[C:6]([CH:10]=1)[C:7]([OH:9])=O.O=S(Cl)Cl.C[O-].[Mg+2].C[O-].[CH3:23][C:24](=[O:29])[CH2:25][C:26](=[O:28])[CH3:27].Cl.